Dataset: NCI-60 drug combinations with 297,098 pairs across 59 cell lines. Task: Regression. Given two drug SMILES strings and cell line genomic features, predict the synergy score measuring deviation from expected non-interaction effect. (1) Drug 1: COC1=C(C=C2C(=C1)N=CN=C2NC3=CC(=C(C=C3)F)Cl)OCCCN4CCOCC4. Drug 2: COC1=C2C(=CC3=C1OC=C3)C=CC(=O)O2. Cell line: ACHN. Synergy scores: CSS=38.9, Synergy_ZIP=-0.968, Synergy_Bliss=-2.69, Synergy_Loewe=-15.1, Synergy_HSA=-3.75. (2) Drug 1: COC1=CC(=CC(=C1O)OC)C2C3C(COC3=O)C(C4=CC5=C(C=C24)OCO5)OC6C(C(C7C(O6)COC(O7)C8=CC=CS8)O)O. Drug 2: CCC(=C(C1=CC=CC=C1)C2=CC=C(C=C2)OCCN(C)C)C3=CC=CC=C3.C(C(=O)O)C(CC(=O)O)(C(=O)O)O. Cell line: OVCAR3. Synergy scores: CSS=22.6, Synergy_ZIP=-3.75, Synergy_Bliss=4.32, Synergy_Loewe=-6.45, Synergy_HSA=3.47. (3) Drug 1: CC1=C2C(C(=O)C3(C(CC4C(C3C(C(C2(C)C)(CC1OC(=O)C(C(C5=CC=CC=C5)NC(=O)OC(C)(C)C)O)O)OC(=O)C6=CC=CC=C6)(CO4)OC(=O)C)O)C)O. Drug 2: C(CCl)NC(=O)N(CCCl)N=O. Cell line: NCI-H522. Synergy scores: CSS=8.73, Synergy_ZIP=-6.03, Synergy_Bliss=-6.50, Synergy_Loewe=-22.5, Synergy_HSA=-6.72. (4) Drug 1: C1=CN(C(=O)N=C1N)C2C(C(C(O2)CO)O)O.Cl. Drug 2: N.N.Cl[Pt+2]Cl. Cell line: MDA-MB-231. Synergy scores: CSS=53.8, Synergy_ZIP=-6.54, Synergy_Bliss=-7.67, Synergy_Loewe=1.62, Synergy_HSA=2.79. (5) Drug 1: C1=C(C(=O)NC(=O)N1)N(CCCl)CCCl. Drug 2: CC(C)(C#N)C1=CC(=CC(=C1)CN2C=NC=N2)C(C)(C)C#N. Cell line: HOP-62. Synergy scores: CSS=33.0, Synergy_ZIP=2.50, Synergy_Bliss=1.34, Synergy_Loewe=1.21, Synergy_HSA=0.913. (6) Drug 1: C1CC(C1)(C(=O)O)C(=O)O.[NH2-].[NH2-].[Pt+2]. Drug 2: C(CCl)NC(=O)N(CCCl)N=O. Cell line: SK-MEL-2. Synergy scores: CSS=34.0, Synergy_ZIP=1.80, Synergy_Bliss=6.68, Synergy_Loewe=-2.21, Synergy_HSA=3.81. (7) Drug 1: C1=NC2=C(N1)C(=S)N=C(N2)N. Drug 2: C1CC(=O)NC(=O)C1N2C(=O)C3=CC=CC=C3C2=O. Cell line: EKVX. Synergy scores: CSS=37.9, Synergy_ZIP=13.5, Synergy_Bliss=13.5, Synergy_Loewe=0.363, Synergy_HSA=11.9.